Task: Predict the reactants needed to synthesize the given product.. Dataset: Full USPTO retrosynthesis dataset with 1.9M reactions from patents (1976-2016) (1) Given the product [I:34][C:35]1[CH:36]=[CH:37][C:38]([C:41]([N:43]=[C:44]=[S:45])=[O:42])=[CH:39][CH:40]=1.[Cl:11][C:12]1[CH:13]=[C:14]([NH:15][C:44]([NH:43][C:41](=[O:42])[C:38]2[CH:39]=[CH:40][C:35]([I:34])=[CH:36][CH:37]=2)=[S:45])[CH:16]=[CH:17][C:18]=1[O:19][C:20]1[C:29]2[C:24](=[CH:25][C:26]([O:32][CH3:33])=[C:27]([O:30][CH3:31])[CH:28]=2)[N:23]=[CH:22][CH:21]=1, predict the reactants needed to synthesize it. The reactants are: IC1C=CC(C(Cl)=O)=CC=1.[Cl:11][C:12]1[CH:13]=[C:14]([CH:16]=[CH:17][C:18]=1[O:19][C:20]1[C:29]2[C:24](=[CH:25][C:26]([O:32][CH3:33])=[C:27]([O:30][CH3:31])[CH:28]=2)[N:23]=[CH:22][CH:21]=1)[NH2:15].[I:34][C:35]1[CH:40]=[CH:39][C:38]([C:41]([N:43]=[C:44]=[S:45])=[O:42])=[CH:37][CH:36]=1. (2) Given the product [S:1]1[C:5]2[CH:6]=[CH:7][C:8]([C:10]([C:18]3[C:19]4[C:24](=[C:23]([NH:25][S:26]([CH3:29])(=[O:27])=[O:28])[CH:22]=[CH:21][CH:20]=4)[NH:16][CH:17]=3)([CH2:13][CH3:14])[CH2:11][CH3:12])=[CH:9][C:4]=2[N:3]=[CH:2]1, predict the reactants needed to synthesize it. The reactants are: [S:1]1[C:5]2[CH:6]=[CH:7][C:8]([C:10](O)([CH2:13][CH3:14])[CH2:11][CH3:12])=[CH:9][C:4]=2[N:3]=[CH:2]1.[NH:16]1[C:24]2[C:19](=[CH:20][CH:21]=[CH:22][C:23]=2[NH:25][S:26]([CH3:29])(=[O:28])=[O:27])[CH:18]=[CH:17]1.C(O)(C(F)(F)F)=O. (3) Given the product [F:38][C:35]([F:36])([F:37])[C:32]1[CH:31]=[CH:30][C:29]([C:16]2[N:15]=[C:14]([C:11]3[CH2:12][CH2:13][NH:8][CH2:9][CH:10]=3)[NH:18][C:17]=2[C:19]2[CH:20]=[CH:21][C:22]([C:25]([F:27])([F:28])[F:26])=[CH:23][CH:24]=2)=[CH:34][CH:33]=1, predict the reactants needed to synthesize it. The reactants are: C(OC([N:8]1[CH2:13][CH:12]=[C:11]([C:14]2[NH:15][C:16]([C:29]3[CH:34]=[CH:33][C:32]([C:35]([F:38])([F:37])[F:36])=[CH:31][CH:30]=3)=[C:17]([C:19]3[CH:24]=[CH:23][C:22]([C:25]([F:28])([F:27])[F:26])=[CH:21][CH:20]=3)[N:18]=2)[CH2:10][CH2:9]1)=O)(C)(C)C.C(O)(C(F)(F)F)=O. (4) Given the product [CH2:9]([NH:5][C:4]1[CH:6]=[CH:7][CH:8]=[C:2]([Br:1])[CH:3]=1)[C:10]1[CH:15]=[CH:14][CH:13]=[CH:12][CH:11]=1, predict the reactants needed to synthesize it. The reactants are: [Br:1][C:2]1[CH:3]=[C:4]([CH:6]=[CH:7][CH:8]=1)[NH2:5].[CH:9](=O)[C:10]1[CH:15]=[CH:14][CH:13]=[CH:12][CH:11]=1. (5) Given the product [CH2:4]([O:6][C:7](=[O:12])/[CH:8]=[C:9](\[C:8]1[CH:9]=[CH:10][C:16]([O:17][CH3:18])=[CH:15][CH:7]=1)/[CH3:10])[CH3:5], predict the reactants needed to synthesize it. The reactants are: C([Cu])#N.[CH2:4]([O:6][C:7](=[O:12])/[CH:8]=[C:9](\I)/[CH3:10])[CH3:5].CO[CH2:15][CH2:16][O:17][CH3:18]. (6) Given the product [NH2:1][C:2]1[CH:3]=[CH:4][C:5]([CH2:8][CH2:9][C:10]#[N:11])=[CH:6][C:7]=1[Cl:12], predict the reactants needed to synthesize it. The reactants are: [NH2:1][C:2]1[CH:7]=[CH:6][C:5]([CH2:8][CH2:9][C:10]#[N:11])=[CH:4][CH:3]=1.[Cl:12]N1C(=O)CCC1=O. (7) Given the product [I:20][C:21]1[CH:22]=[C:23]2[C:32](=[CH:33][CH:34]=1)[CH:31]=[C:30]1[C:25]([C:26]([C:35]([O:37][CH3:38])=[O:36])=[CH:27][CH:28]=[CH:29]1)=[N:24]2, predict the reactants needed to synthesize it. The reactants are: IC1C2C(=NC3C(C=2)=CC=CC=3)C(C(OC)=O)=CC=1.[I:20][C:21]1[CH:22]=[C:23]2[C:32](=[CH:33][CH:34]=1)[CH2:31][C:30]1[CH:29]=[CH:28][CH:27]=[C:26]([C:35]([O:37][CH3:38])=[O:36])[C:25]=1[NH:24]2. (8) Given the product [C:1]1([N:11]2[C:12]3[CH:17]=[CH:16][CH:15]=[CH:14][C:13]=3[NH:18][S:19]2(=[O:21])=[O:20])[C:10]2[C:5](=[CH:6][CH:7]=[CH:8][CH:9]=2)[CH:4]=[CH:3][CH:2]=1, predict the reactants needed to synthesize it. The reactants are: [C:1]1([NH:11][C:12]2[C:13]([NH2:18])=[CH:14][CH:15]=[CH:16][CH:17]=2)[C:10]2[C:5](=[CH:6][CH:7]=[CH:8][CH:9]=2)[CH:4]=[CH:3][CH:2]=1.[S:19](N)(N)(=[O:21])=[O:20].